From a dataset of Reaction yield outcomes from USPTO patents with 853,638 reactions. Predict the reaction yield, written as a fraction of the theoretical maximum amount of product (1.0 means a 100% yield; for example, 0.34 means a 34% yield). (1) The reactants are [C:1]([C:3]1[CH:4]=[C:5]([OH:9])[CH:6]=[CH:7][CH:8]=1)#[CH:2].Br[C:11]1[C:12]([NH2:18])=[N:13][CH:14]=[C:15]([Br:17])[N:16]=1.C(N(CC)CC)C. The catalyst is CN(C=O)C.CCOC(C)=O.[Cl-].[Na+].O.[Cu]I.C1C=CC([P]([Pd]([P](C2C=CC=CC=2)(C2C=CC=CC=2)C2C=CC=CC=2)([P](C2C=CC=CC=2)(C2C=CC=CC=2)C2C=CC=CC=2)[P](C2C=CC=CC=2)(C2C=CC=CC=2)C2C=CC=CC=2)(C2C=CC=CC=2)C2C=CC=CC=2)=CC=1. The product is [NH2:18][C:12]1[C:11]([C:2]#[C:1][C:3]2[CH:4]=[C:5]([OH:9])[CH:6]=[CH:7][CH:8]=2)=[N:16][C:15]([Br:17])=[CH:14][N:13]=1. The yield is 0.710. (2) The reactants are [C:1]([O:5][C:6]([N:8]1[CH2:13][C:12](B2OC(C)(C)C(C)(C)O2)=[CH:11][CH2:10][CH2:9]1)=[O:7])([CH3:4])([CH3:3])[CH3:2].[NH2:23][C:24]1[CH:29]=[CH:28][C:27]([CH:30]2[CH2:35][CH2:34][N:33]([C:36](=[O:38])[CH3:37])[CH2:32][CH2:31]2)=[CH:26][C:25]=1Br.C([O-])([O-])=O.[Na+].[Na+]. The catalyst is C1(C)C=CC=CC=1.CCO.CCOC(C)=O.C1C=CC([P]([Pd]([P](C2C=CC=CC=2)(C2C=CC=CC=2)C2C=CC=CC=2)([P](C2C=CC=CC=2)(C2C=CC=CC=2)C2C=CC=CC=2)[P](C2C=CC=CC=2)(C2C=CC=CC=2)C2C=CC=CC=2)(C2C=CC=CC=2)C2C=CC=CC=2)=CC=1. The product is [C:1]([O:5][C:6]([N:8]1[CH2:13][C:12]([C:25]2[CH:26]=[C:27]([CH:30]3[CH2:35][CH2:34][N:33]([C:36](=[O:38])[CH3:37])[CH2:32][CH2:31]3)[CH:28]=[CH:29][C:24]=2[NH2:23])=[CH:11][CH2:10][CH2:9]1)=[O:7])([CH3:2])([CH3:3])[CH3:4]. The yield is 0.930.